From a dataset of NCI-60 drug combinations with 297,098 pairs across 59 cell lines. Regression. Given two drug SMILES strings and cell line genomic features, predict the synergy score measuring deviation from expected non-interaction effect. Drug 1: CCC1(CC2CC(C3=C(CCN(C2)C1)C4=CC=CC=C4N3)(C5=C(C=C6C(=C5)C78CCN9C7C(C=CC9)(C(C(C8N6C=O)(C(=O)OC)O)OC(=O)C)CC)OC)C(=O)OC)O.OS(=O)(=O)O. Drug 2: COCCOC1=C(C=C2C(=C1)C(=NC=N2)NC3=CC=CC(=C3)C#C)OCCOC.Cl. Cell line: 786-0. Synergy scores: CSS=5.73, Synergy_ZIP=-1.66, Synergy_Bliss=0.992, Synergy_Loewe=-0.368, Synergy_HSA=0.144.